From a dataset of Full USPTO retrosynthesis dataset with 1.9M reactions from patents (1976-2016). Predict the reactants needed to synthesize the given product. (1) Given the product [C:26]1([N:12]2[C:11]([C@@H:9]([NH:8][C:7]3[CH:6]=[CH:5][N:4]=[C:3]4[S:32][CH:33]=[N:1][C:2]=34)[CH3:10])=[CH:20][C:19]3[C:14](=[C:15]([C:21]([F:23])([F:22])[F:24])[CH:16]=[CH:17][CH:18]=3)[C:13]2=[O:25])[CH:27]=[CH:28][CH:29]=[CH:30][CH:31]=1, predict the reactants needed to synthesize it. The reactants are: [NH2:1][C:2]1[C:3]([SH:32])=[N:4][CH:5]=[CH:6][C:7]=1[NH:8][C@H:9]([C:11]1[N:12]([C:26]2[CH:31]=[CH:30][CH:29]=[CH:28][CH:27]=2)[C:13](=[O:25])[C:14]2[C:19]([CH:20]=1)=[CH:18][CH:17]=[CH:16][C:15]=2[C:21]([F:24])([F:23])[F:22])[CH3:10].[CH:33](OCC)(OCC)OCC. (2) The reactants are: Br[C:2]1[CH:7]=[CH:6][CH:5]=[CH:4][CH:3]=1.[Li]C(C)(C)C.[C:13]1([C@@H:19]([N@:21]2[CH2:23][CH:22]2[CH:24]=[O:25])[CH3:20])[CH:18]=[CH:17][CH:16]=[CH:15][CH:14]=1.O. Given the product [C:2]1([C@H:24]([CH:22]2[CH2:23][N@@:21]2[C@H:19]([C:13]2[CH:18]=[CH:17][CH:16]=[CH:15][CH:14]=2)[CH3:20])[OH:25])[CH:7]=[CH:6][CH:5]=[CH:4][CH:3]=1, predict the reactants needed to synthesize it. (3) Given the product [NH2:32][C:23]1[C:24]([F:25])=[C:19]([S:18][C:16]2[NH:15][C:7]3=[C:8]4[C:13](=[C:4]5[CH:3]=[C:2]([F:1])[CH:30]=[CH:29][C:5]5=[C:6]3[N:17]=2)[C:12](=[O:14])[NH:11][CH:10]=[CH:9]4)[C:20]([F:28])=[C:21]([F:27])[N:22]=1, predict the reactants needed to synthesize it. The reactants are: [F:1][C:2]1[CH:30]=[CH:29][C:5]2=[C:6]3[N:17]=[C:16]([S:18][C:19]4[C:24]([F:25])=[C:23](F)[N:22]=[C:21]([F:27])[C:20]=4[F:28])[NH:15][C:7]3=[C:8]3[C:13]([C:12](=[O:14])[NH:11][CH:10]=[CH:9]3)=[C:4]2[CH:3]=1.[OH-].[NH3:32]. (4) Given the product [NH2:18][CH:7]([CH:1]1[CH2:2][CH2:3][CH2:4][CH2:5][CH2:6]1)[CH2:8][CH2:9][NH:10][C:11](=[O:17])[O:12][C:13]([CH3:16])([CH3:15])[CH3:14], predict the reactants needed to synthesize it. The reactants are: [CH:1]1([CH:7]([N:18]2C(=O)C3C(=CC=CC=3)C2=O)[CH2:8][CH2:9][NH:10][C:11](=[O:17])[O:12][C:13]([CH3:16])([CH3:15])[CH3:14])[CH2:6][CH2:5][CH2:4][CH2:3][CH2:2]1.NN.